From a dataset of Peptide-MHC class I binding affinity with 185,985 pairs from IEDB/IMGT. Regression. Given a peptide amino acid sequence and an MHC pseudo amino acid sequence, predict their binding affinity value. This is MHC class I binding data. (1) The peptide sequence is DVFHLYLQY. The binding affinity (normalized) is 0.205. The MHC is HLA-A33:01 with pseudo-sequence HLA-A33:01. (2) The peptide sequence is LLPLGYPFV. The binding affinity (normalized) is 0.463. The MHC is HLA-A02:01 with pseudo-sequence HLA-A02:01. (3) The peptide sequence is FLLPLTSLV. The binding affinity (normalized) is 1.00. The MHC is HLA-A02:01 with pseudo-sequence HLA-A02:01. (4) The peptide sequence is IQKGMFVVK. The MHC is HLA-A24:03 with pseudo-sequence HLA-A24:03. The binding affinity (normalized) is 0.0847. (5) The peptide sequence is VVISKKDTY. The MHC is HLA-A69:01 with pseudo-sequence HLA-A69:01. The binding affinity (normalized) is 0.0847. (6) The binding affinity (normalized) is 0.607. The MHC is HLA-A68:01 with pseudo-sequence HLA-A68:01. The peptide sequence is AVNHYFKTR. (7) The peptide sequence is IQVNKGVAY. The MHC is HLA-B46:01 with pseudo-sequence HLA-B46:01. The binding affinity (normalized) is 0.0847. (8) The peptide sequence is FEIKSAKKF. The MHC is HLA-B40:02 with pseudo-sequence HLA-B40:02. The binding affinity (normalized) is 0.406. (9) The peptide sequence is TYVPSQERNF. The MHC is HLA-A01:01 with pseudo-sequence HLA-A01:01. The binding affinity (normalized) is 0.